Dataset: Reaction yield outcomes from USPTO patents with 853,638 reactions. Task: Predict the reaction yield, written as a fraction of the theoretical maximum amount of product (1.0 means a 100% yield; for example, 0.34 means a 34% yield). The reactants are [C:1]([O:5][C:6]([N:8]([C:31]([O:33][C:34]([CH3:37])([CH3:36])[CH3:35])=[O:32])[C:9]1[CH:14]=[C:13]([CH2:15][C@H:16]2[C:19](=[O:20])[NH:18][C@@H:17]2[C:21]([O:23][CH2:24][C:25]2[CH:30]=[CH:29][CH:28]=[CH:27][CH:26]=2)=[O:22])[CH:12]=[CH:11][N:10]=1)=[O:7])([CH3:4])([CH3:3])[CH3:2].C(N([CH2:43][CH3:44])CC)C.[N-:45]=[C:46]=[O:47]. The catalyst is C1COCC1. The product is [C:1]([O:5][C:6]([N:8]([C:31]([O:33][C:34]([CH3:37])([CH3:36])[CH3:35])=[O:32])[C:9]1[CH:14]=[C:13]([CH2:15][C@H:16]2[C:19](=[O:20])[N:18]([C:46](=[O:47])[NH:45][C:44]3[CH:43]=[CH:14][CH:13]=[CH:12][CH:11]=3)[C@@H:17]2[C:21]([O:23][CH2:24][C:25]2[CH:26]=[CH:27][CH:28]=[CH:29][CH:30]=2)=[O:22])[CH:12]=[CH:11][N:10]=1)=[O:7])([CH3:3])([CH3:4])[CH3:2]. The yield is 0.850.